Dataset: Serine/threonine kinase 33 screen with 319,792 compounds. Task: Binary Classification. Given a drug SMILES string, predict its activity (active/inactive) in a high-throughput screening assay against a specified biological target. (1) The drug is S(=O)(=O)(N1CCC(CC1)C(=O)N1CCN(CC1)c1ccc(F)cc1)c1c(onc1C)C. The result is 0 (inactive). (2) The compound is O(c1c(cccc1C)C)CC(=O)NCc1ccccc1. The result is 0 (inactive). (3) The drug is Clc1c(NC(=O)COC(=O)c2cc(S(=O)(=O)N3CCCCC3)c(cc2)C)cc(S(=O)(=O)C)cc1. The result is 0 (inactive). (4) The molecule is o1c(C(=O)Nc2cc(ccc2)C)ccc1[N+]([O-])=O. The result is 0 (inactive). (5) The molecule is S(=O)(=O)(N(CC)CC)c1cc2nc(n(c2cc1)C)CCC(O)=O. The result is 0 (inactive). (6) The molecule is Clc1c(NC(=O)CN(C(=O)c2c3c(nc(c2)c2cc(OC)c(OC)cc2)cccc3)C)cccc1. The result is 0 (inactive).